This data is from Full USPTO retrosynthesis dataset with 1.9M reactions from patents (1976-2016). The task is: Predict the reactants needed to synthesize the given product. (1) Given the product [CH3:40][N:27]1[CH2:28][CH2:29][CH:25]([C:23]([NH:22][C:20]2[N:21]=[C:16]3[CH:15]=[CH:14][C:13]([O:12][C:11]4[CH:30]=[CH:31][CH:32]=[C:9]([NH:8][C:6](=[O:7])[C:5]5[CH:33]=[CH:34][CH:35]=[C:3]([C:2]([F:1])([F:36])[F:37])[CH:4]=5)[CH:10]=4)=[N:18][N:17]3[CH:19]=2)=[O:24])[CH2:26]1, predict the reactants needed to synthesize it. The reactants are: [F:1][C:2]([F:37])([F:36])[C:3]1[CH:4]=[C:5]([CH:33]=[CH:34][CH:35]=1)[C:6]([NH:8][C:9]1[CH:10]=[C:11]([CH:30]=[CH:31][CH:32]=1)[O:12][C:13]1[CH:14]=[CH:15][C:16]2[N:17]([CH:19]=[C:20]([NH:22][C:23]([CH:25]3[CH2:29][CH2:28][NH:27][CH2:26]3)=[O:24])[N:21]=2)[N:18]=1)=[O:7].C=O.[C:40]([BH-](C#N)C#N)#N.[Na+].C(=O)([O-])O.[Na+]. (2) Given the product [NH:11]1[C:15]2[CH:16]=[CH:17][CH:18]=[CH:19][C:14]=2[N:13]=[C:12]1[C@H:8]([NH:9][C:10]([NH:35][CH:32]1[CH2:33][CH2:34][N:30]([CH2:23][C:24]2[CH:29]=[CH:28][CH:27]=[CH:26][CH:25]=2)[CH2:31]1)=[O:20])[CH2:7][C:6]1[CH:21]=[CH:22][C:3]([O:2][CH3:1])=[CH:4][CH:5]=1, predict the reactants needed to synthesize it. The reactants are: [CH3:1][O:2][C:3]1[CH:22]=[CH:21][C:6]([CH2:7][C@@H:8]2[C:12]3=[N:13][C:14]4[CH:19]=[CH:18][CH:17]=[CH:16][C:15]=4[N:11]3[C:10](=[O:20])[NH:9]2)=[CH:5][CH:4]=1.[CH2:23]([N:30]1[CH2:34][CH2:33][CH:32]([NH2:35])[CH2:31]1)[C:24]1[CH:29]=[CH:28][CH:27]=[CH:26][CH:25]=1.C(O)(C(F)(F)F)=O. (3) Given the product [Cl:8][C:9]1[CH:14]=[CH:13][C:12](/[CH:15]=[CH:16]/[C:17]([N:19]2[CH2:24][CH2:23][NH:22][CH2:21][C@H:20]2[CH3:32])=[O:18])=[C:11]([CH2:33][N:34]2[N:38]=[N:37][C:36]([CH3:39])=[N:35]2)[CH:10]=1, predict the reactants needed to synthesize it. The reactants are: C(O)(C(F)(F)F)=O.[Cl:8][C:9]1[CH:14]=[CH:13][C:12](/[CH:15]=[CH:16]/[C:17]([N:19]2[CH2:24][CH2:23][N:22](C(OC(C)(C)C)=O)[CH2:21][C@H:20]2[CH3:32])=[O:18])=[C:11]([CH2:33][N:34]2[N:38]=[N:37][C:36]([CH3:39])=[N:35]2)[CH:10]=1.C1(C)C=CC=CC=1. (4) Given the product [F:9][C:10]1[C:11]([C:16]#[N:17])=[N:12][CH:13]=[CH:14][C:15]=1[I:18], predict the reactants needed to synthesize it. The reactants are: [Li+].CC([N-]C(C)C)C.[F:9][C:10]1[C:11]([C:16]#[N:17])=[N:12][CH:13]=[CH:14][CH:15]=1.[I:18]I. (5) Given the product [C:12]([O:11][C:9]([NH:16][C@:17]12[CH2:25][N:24]([C@@H:26]([C:28]3[CH:29]=[CH:30][CH:31]=[CH:32][CH:33]=3)[CH3:27])[CH2:23][C@@H:22]1[CH2:21][CH:20]=[CH:19][CH2:18]2)=[O:10])([CH3:13])([CH3:14])[CH3:15], predict the reactants needed to synthesize it. The reactants are: [C:9](O[C:9]([O:11][C:12]([CH3:15])([CH3:14])[CH3:13])=[O:10])([O:11][C:12]([CH3:15])([CH3:14])[CH3:13])=[O:10].[NH2:16][C@:17]12[CH2:25][N:24]([C@@H:26]([C:28]3[CH:33]=[CH:32][CH:31]=[CH:30][CH:29]=3)[CH3:27])[CH2:23][C@@H:22]1[CH2:21][CH:20]=[CH:19][CH2:18]2. (6) The reactants are: [NH2:1][C:2]1[CH:23]=[CH:22][C:5]2[N:6]([CH:9]([C:16]3[CH:21]=[CH:20][CH:19]=[CH:18][CH:17]=3)[CH2:10][C:11]([O:13][CH2:14][CH3:15])=[O:12])[CH:7]=[N:8][C:4]=2[CH:3]=1.C(N(CC)CC)C.[N+:31]([C:34]1[CH:35]=[C:36]([CH:40]=[CH:41][CH:42]=1)[C:37](Cl)=[O:38])([O-:33])=[O:32]. Given the product [N+:31]([C:34]1[CH:35]=[C:36]([CH:40]=[CH:41][CH:42]=1)[C:37]([NH:1][C:2]1[CH:23]=[CH:22][C:5]2[N:6]([CH:9]([C:16]3[CH:17]=[CH:18][CH:19]=[CH:20][CH:21]=3)[CH2:10][C:11]([O:13][CH2:14][CH3:15])=[O:12])[CH:7]=[N:8][C:4]=2[CH:3]=1)=[O:38])([O-:33])=[O:32], predict the reactants needed to synthesize it. (7) Given the product [F:16][C:15]([F:18])([F:17])[C:13]([C:7]1[C:6]2[C:10](=[CH:11][C:3]([O:2][CH3:1])=[CH:4][CH:5]=2)[NH:9][C:8]=1[CH3:12])=[O:14], predict the reactants needed to synthesize it. The reactants are: [CH3:1][O:2][C:3]1[CH:11]=[C:10]2[C:6]([CH:7]=[C:8]([CH3:12])[NH:9]2)=[CH:5][CH:4]=1.[C:13](O[C:13]([C:15]([F:18])([F:17])[F:16])=[O:14])([C:15]([F:18])([F:17])[F:16])=[O:14].